From a dataset of Full USPTO retrosynthesis dataset with 1.9M reactions from patents (1976-2016). Predict the reactants needed to synthesize the given product. (1) The reactants are: [CH3:1][NH:2][S:3]([CH3:6])(=[O:5])=[O:4].[Cl:7][C:8]1[N:13]=[C:12]([Cl:14])[C:11]([Cl:15])=[C:10](Cl)[N:9]=1. Given the product [Cl:7][C:8]1[N:9]=[C:10]([N:2]([CH3:1])[S:3]([CH3:6])(=[O:5])=[O:4])[C:11]([Cl:15])=[C:12]([Cl:14])[N:13]=1, predict the reactants needed to synthesize it. (2) Given the product [Cl:1][C:2]1[C:7]([C:8]2[CH:13]=[CH:12][CH:11]=[C:10]([CH2:14][CH3:15])[CH:9]=2)=[C:6]([C@:16]([C@@H:22]2[O:27][CH2:26][CH2:25][N:24]([C:28]([O:30][C:31]([CH3:34])([CH3:32])[CH3:33])=[O:29])[CH2:23]2)([OH:21])[CH2:17][CH2:18][CH:19]=[O:39])[CH:5]=[CH:4][CH:3]=1, predict the reactants needed to synthesize it. The reactants are: [Cl:1][C:2]1[C:7]([C:8]2[CH:13]=[CH:12][CH:11]=[C:10]([CH2:14][CH3:15])[CH:9]=2)=[C:6]([C@:16]([C@@H:22]2[O:27][CH2:26][CH2:25][N:24]([C:28]([O:30][C:31]([CH3:34])([CH3:33])[CH3:32])=[O:29])[CH2:23]2)([OH:21])[CH2:17][CH2:18][CH:19]=C)[CH:5]=[CH:4][CH:3]=1.C[N+]1([O-])CC[O:39]CC1. (3) Given the product [Br:2][C:3]1[CH:4]=[C:5]2[C:10]([NH:11][C@H:12]3[C@@H:16]([O:17][CH3:18])[CH2:15][N:14]([S:33]([CH3:32])(=[O:35])=[O:34])[CH2:13]3)=[C:9]([C:19]([NH2:21])=[O:20])[CH:8]=[N:7][N:6]2[CH:22]=1, predict the reactants needed to synthesize it. The reactants are: I.[Br:2][C:3]1[CH:4]=[C:5]2[C:10]([NH:11][C@H:12]3[C@@H:16]([O:17][CH3:18])[CH2:15][NH:14][CH2:13]3)=[C:9]([C:19]([NH2:21])=[O:20])[CH:8]=[N:7][N:6]2[CH:22]=1.C(N(CC)C(C)C)(C)C.[CH3:32][S:33](Cl)(=[O:35])=[O:34]. (4) Given the product [Cl:2][C:3]1[CH:8]=[CH:7][N:6]([C:17]([O:19][C:20]2[CH:25]=[CH:24][CH:23]=[CH:22][CH:21]=2)=[O:18])[CH:5]([CH2:9][CH2:10][CH2:11][CH2:12][CH3:13])[CH:4]=1, predict the reactants needed to synthesize it. The reactants are: Cl.[Cl:2][C:3]1[CH:8]=[CH:7][N:6]=[CH:5][CH:4]=1.[CH2:9]([Mg]Br)[CH2:10][CH2:11][CH2:12][CH3:13].Cl[C:17]([O:19][C:20]1[CH:25]=[CH:24][CH:23]=[CH:22][CH:21]=1)=[O:18]. (5) Given the product [C:8]([C:12]1[C:22]([CH:23]([OH:24])[C:25]2[N:30]=[C:29]([C:31]([O:33][CH3:34])=[O:32])[CH:28]=[CH:27][CH:26]=2)=[C:15]2[CH:16]=[CH:17][C:18]([O:20][CH3:21])=[CH:19][N:14]2[N:13]=1)([CH3:11])([CH3:9])[CH3:10], predict the reactants needed to synthesize it. The reactants are: CO.[BH4-].[Na+].ClCCl.[C:8]([C:12]1[C:22]([C:23]([C:25]2[N:30]=[C:29]([C:31]([O:33][CH3:34])=[O:32])[CH:28]=[CH:27][CH:26]=2)=[O:24])=[C:15]2[CH:16]=[CH:17][C:18]([O:20][CH3:21])=[CH:19][N:14]2[N:13]=1)([CH3:11])([CH3:10])[CH3:9].